This data is from Forward reaction prediction with 1.9M reactions from USPTO patents (1976-2016). The task is: Predict the product of the given reaction. (1) Given the reactants [CH3:1][O:2][CH2:3][C:4]1[CH:9]=[C:8]([C:10]([OH:12])=O)[CH:7]=[CH:6][C:5]=1[C:13]1[CH:18]=[CH:17][CH:16]=[CH:15][C:14]=1[CH3:19].O[N:21]=[C:22]([C:24]1[CH:29]=[CH:28][C:27]([CH2:30][OH:31])=[CH:26][CH:25]=1)[NH2:23], predict the reaction product. The product is: [CH3:1][O:2][CH2:3][C:4]1[CH:9]=[C:8]([C:10]2[O:12][N:23]=[C:22]([C:24]3[CH:29]=[CH:28][C:27]([CH2:30][OH:31])=[CH:26][CH:25]=3)[N:21]=2)[CH:7]=[CH:6][C:5]=1[C:13]1[CH:18]=[CH:17][CH:16]=[CH:15][C:14]=1[CH3:19]. (2) The product is: [Br:1][C:2]1[CH:7]=[CH:6][C:5]([CH2:8][O:9][Si:22]([C:18]([CH3:21])([CH3:20])[CH3:19])([CH3:24])[CH3:23])=[CH:4][C:3]=1[S:10]([NH:13][C:14]([CH3:17])([CH3:16])[CH3:15])(=[O:11])=[O:12]. Given the reactants [Br:1][C:2]1[CH:7]=[CH:6][C:5]([CH2:8][OH:9])=[CH:4][C:3]=1[S:10]([NH:13][C:14]([CH3:17])([CH3:16])[CH3:15])(=[O:12])=[O:11].[C:18]([Si:22](Cl)([CH3:24])[CH3:23])([CH3:21])([CH3:20])[CH3:19].N1C=CN=C1, predict the reaction product. (3) Given the reactants O=[C:2]([C:15]1[CH:20]=[CH:19][CH:18]=[CH:17][CH:16]=1)[CH2:3][CH2:4][CH2:5][CH2:6][NH:7][C:8](=[O:14])[O:9][C:10]([CH3:13])([CH3:12])[CH3:11].Cl.[NH2:22][OH:23].C([O-])(=O)C.[Na+], predict the reaction product. The product is: [OH:23]/[N:22]=[C:2](/[C:15]1[CH:20]=[CH:19][CH:18]=[CH:17][CH:16]=1)\[CH2:3][CH2:4][CH2:5][CH2:6][NH:7][C:8](=[O:14])[O:9][C:10]([CH3:13])([CH3:12])[CH3:11]. (4) Given the reactants [CH3:1][C@@H:2]([CH2:7][CH2:8][CH:9]=[C:10]([CH3:12])[CH3:11])[CH2:3][CH:4]([OH:6])[CH3:5].CC(C)=O.OS(O)(=O)=O.O=[Cr](=O)=O.S(=O)(=O)(O)O.S([O-])(O)=O.[Na+], predict the reaction product. The product is: [CH3:1][C@@H:2]([CH2:7][CH2:8][CH:9]=[C:10]([CH3:11])[CH3:12])[CH2:3][C:4](=[O:6])[CH3:5].